Dataset: Forward reaction prediction with 1.9M reactions from USPTO patents (1976-2016). Task: Predict the product of the given reaction. (1) Given the reactants [O:1]=[C:2]1[CH:7]=[C:6]([CH2:8][NH:9][C:10](=[O:16])[O:11][C:12]([CH3:15])([CH3:14])[CH3:13])[CH:5]=[CH:4][NH:3]1.C([O-])([O-])=O.[K+].[K+].Br[C:24]1[CH:29]=[CH:28][N:27]=[C:26]([C:30]([F:33])([F:32])[F:31])[CH:25]=1.CN[C@@H]1CCCC[C@H]1NC, predict the reaction product. The product is: [O:1]=[C:2]1[CH:7]=[C:6]([CH2:8][NH:9][C:10](=[O:16])[O:11][C:12]([CH3:13])([CH3:15])[CH3:14])[CH:5]=[CH:4][N:3]1[C:24]1[CH:29]=[CH:28][N:27]=[C:26]([C:30]([F:33])([F:32])[F:31])[CH:25]=1. (2) Given the reactants [OH:1][CH2:2][N:3]1[CH2:7][CH:6]([CH2:8][CH2:9][CH3:10])[CH2:5][C:4]1=[O:11].C(N(CC)CC)C.[CH2:19]([N:21]([CH2:25][CH3:26])[C:22](Cl)=[O:23])[CH3:20].O, predict the reaction product. The product is: [CH2:19]([N:21]([CH2:25][CH3:26])[C:22](=[O:23])[O:1][CH2:2][N:3]1[CH2:7][CH:6]([CH2:8][CH2:9][CH3:10])[CH2:5][C:4]1=[O:11])[CH3:20]. (3) The product is: [F:20][C:19]([F:21])([F:22])[CH2:18][CH2:17][O:16][CH:13]1[CH2:12][CH2:11][CH:10]([C:9]([OH:23])=[O:8])[CH2:15][CH2:14]1. Given the reactants C([O:8][C:9](=[O:23])[C:10]1[CH:15]=[CH:14][C:13]([O:16][CH2:17][CH2:18][C:19]([F:22])([F:21])[F:20])=[CH:12][CH:11]=1)C1C=CC=CC=1.[H][H], predict the reaction product. (4) Given the reactants C([NH:4][CH2:5][CH:6]1[CH2:11][CH2:10][CH:9]([CH2:12][CH2:13][C:14]([OH:16])=[O:15])[CH2:8][CH2:7]1)(=O)C.Cl, predict the reaction product. The product is: [NH2:4][CH2:5][CH:6]1[CH2:11][CH2:10][CH:9]([CH2:12][CH2:13][C:14]([OH:16])=[O:15])[CH2:8][CH2:7]1. (5) Given the reactants [C:1]([C:4]1[CH:12]=[CH:11][C:7]([C:8]([OH:10])=[O:9])=[CH:6][N:5]=1)#[C:2][CH3:3].C(N(CC)CC)C, predict the reaction product. The product is: [CH2:1]([C:4]1[CH:12]=[CH:11][C:7]([C:8]([OH:10])=[O:9])=[CH:6][N:5]=1)[CH2:2][CH3:3].